This data is from Retrosynthesis with 50K atom-mapped reactions and 10 reaction types from USPTO. The task is: Predict the reactants needed to synthesize the given product. (1) The reactants are: CS(=O)(=O)Cl.Cc1nc(-c2ccc(C(F)(F)F)cc2)ccc1CO. Given the product Cc1nc(-c2ccc(C(F)(F)F)cc2)ccc1COS(C)(=O)=O, predict the reactants needed to synthesize it. (2) The reactants are: CC(O)S.CCCCCCCCCCBr. Given the product CCCCCCCCCCSC(C)O, predict the reactants needed to synthesize it. (3) Given the product O=C(Nc1nc2ccc(Sc3cnc4ccc(-c5cnn(C6CCNCC6)c5)cn34)cc2s1)C1CC1, predict the reactants needed to synthesize it. The reactants are: CC(C)(C)OC(=O)N1CCC(n2cc(-c3ccc4ncc(Sc5ccc6nc(NC(=O)C7CC7)sc6c5)n4c3)cn2)CC1. (4) Given the product CC(C)c1ccc2[nH]c(=O)n(C3CCN(C(=O)OC(C)(C)C)CC3)c2c1, predict the reactants needed to synthesize it. The reactants are: CC(C)c1ccc(NC(=O)NC2CCN(C(=O)OC(C)(C)C)CC2)c(Br)c1. (5) Given the product CNC(=O)CCCCCCCn1c(-n2ccnc2)c(C)c2ccccc21, predict the reactants needed to synthesize it. The reactants are: CCOC(=O)CCCCCCCn1c(-n2ccnc2)c(C)c2ccccc21.CN. (6) Given the product Nc1nc2ccc(CO)cc2s1, predict the reactants needed to synthesize it. The reactants are: CCOC(=O)c1ccc2nc(N)sc2c1.